From a dataset of TCR-epitope binding with 47,182 pairs between 192 epitopes and 23,139 TCRs. Binary Classification. Given a T-cell receptor sequence (or CDR3 region) and an epitope sequence, predict whether binding occurs between them. (1) The epitope is CTELKLSDY. The TCR CDR3 sequence is CASSQDLSGGRYNEQFF. Result: 0 (the TCR does not bind to the epitope). (2) The TCR CDR3 sequence is CASSLTQNTEAFF. The epitope is KAYNVTQAF. Result: 1 (the TCR binds to the epitope). (3) The epitope is AMFWSVPTV. The TCR CDR3 sequence is CASSELWGAGDNEQFF. Result: 1 (the TCR binds to the epitope). (4) The epitope is FLNRFTTTL. The TCR CDR3 sequence is CASSLGGNEQFF. Result: 0 (the TCR does not bind to the epitope). (5) The epitope is YLQPRTFLL. The TCR CDR3 sequence is CASTQDIEAFF. Result: 1 (the TCR binds to the epitope). (6) The epitope is RPHERNGFTVL. The TCR CDR3 sequence is CASSIAGGYEQYF. Result: 0 (the TCR does not bind to the epitope). (7) The epitope is PROT_97E67BCC. The TCR CDR3 sequence is CATTPGASGISEQFF. Result: 1 (the TCR binds to the epitope). (8) The epitope is KTWGQYWQV. The TCR CDR3 sequence is CASSYGTSQYEQYF. Result: 0 (the TCR does not bind to the epitope). (9) The epitope is KLWAQCVQL. The TCR CDR3 sequence is CASSLTLTEAFF. Result: 1 (the TCR binds to the epitope). (10) The epitope is FRYMNSQGL. The TCR CDR3 sequence is CASSLWSGVGDGYTF. Result: 0 (the TCR does not bind to the epitope).